Dataset: Catalyst prediction with 721,799 reactions and 888 catalyst types from USPTO. Task: Predict which catalyst facilitates the given reaction. (1) Reactant: [NH2:1][C:2]1[C:7]([NH2:8])=[CH:6][CH:5]=[CH:4][C:3]=1[N:9]1[CH2:14][CH2:13][N:12]([C:15]([O:17][C:18]([CH3:21])([CH3:20])[CH3:19])=[O:16])[CH2:11][CH2:10]1.[C:22]([O:25][CH2:26][C:27](O)=O)(=[O:24])[CH3:23].O=C1N(P(Cl)(N2CCOC2=O)=O)CCO1.C(N(CC)C(C)C)(C)C. Product: [C:22]([O:25][CH2:26][C:27]1[NH:8][C:7]2[CH:6]=[CH:5][CH:4]=[C:3]([N:9]3[CH2:14][CH2:13][N:12]([C:15]([O:17][C:18]([CH3:21])([CH3:20])[CH3:19])=[O:16])[CH2:11][CH2:10]3)[C:2]=2[N:1]=1)(=[O:24])[CH3:23]. The catalyst class is: 10. (2) Reactant: [NH2:1][C:2]1[CH:3]=[C:4]2[C:20](=[O:21])[NH:19][N:18]=[CH:17][C:6]3=[C:7]([C:11]4[CH:16]=[CH:15][CH:14]=[CH:13][CH:12]=4)[NH:8][C:9]([CH:10]=1)=[C:5]23.[CH3:22][C:23]([O:26][C:27]([NH:29][C@H:30]([CH2:34][C:35]1[CH:40]=[CH:39][C:38]([OH:41])=[CH:37][CH:36]=1)[C:31](O)=[O:32])=[O:28])([CH3:25])[CH3:24].C(N(CC)CC)C.F[P-](F)(F)(F)(F)F.N1(OC(N(C)C)=[N+](C)C)C2N=CC=CC=2N=N1. Product: [OH:41][C:38]1[CH:39]=[CH:40][C:35]([CH2:34][C@@H:30]([NH:29][C:27](=[O:28])[O:26][C:23]([CH3:24])([CH3:22])[CH3:25])[C:31](=[O:32])[NH:1][C:2]2[CH:3]=[C:4]3[C:20](=[O:21])[NH:19][N:18]=[CH:17][C:6]4=[C:7]([C:11]5[CH:12]=[CH:13][CH:14]=[CH:15][CH:16]=5)[NH:8][C:9]([CH:10]=2)=[C:5]34)=[CH:36][CH:37]=1. The catalyst class is: 306. (3) Reactant: Cl.[Cl:2][C:3]1[CH:8]=[CH:7][C:6]([CH:9]2[CH2:14][CH2:13][CH2:12][NH:11][CH2:10]2)=[C:5]([C:15]([F:18])([F:17])[F:16])[CH:4]=1.[CH3:19][NH:20][C:21]1[CH:22]=[C:23]([CH:27]=[CH:28][N:29]=1)[C:24](O)=[O:25].Cl.CCCP(=O)=O.C(N(CC)CC)C. Product: [Cl:2][C:3]1[CH:8]=[CH:7][C:6]([CH:9]2[CH2:14][CH2:13][CH2:12][N:11]([C:24]([C:23]3[CH:27]=[CH:28][N:29]=[C:21]([NH:20][CH3:19])[CH:22]=3)=[O:25])[CH2:10]2)=[C:5]([C:15]([F:18])([F:16])[F:17])[CH:4]=1. The catalyst class is: 34. (4) Reactant: Br[C:2]1[CH:3]=[CH:4][C:5]([N:10]2[CH2:15][CH2:14][N:13]([CH3:16])[CH2:12][CH2:11]2)=[C:6]([CH:9]=1)[C:7]#[N:8].[CH3:17][C:18]1([CH3:34])[C:22]([CH3:24])([CH3:23])[O:21][B:20]([B:20]2[O:21][C:22]([CH3:24])([CH3:23])[C:18]([CH3:34])([CH3:17])[O:19]2)[O:19]1.C([O-])(=O)C.[K+].ClCCl. Product: [CH3:16][N:13]1[CH2:14][CH2:15][N:10]([C:5]2[CH:4]=[CH:3][C:2]([B:20]3[O:21][C:22]([CH3:24])([CH3:23])[C:18]([CH3:34])([CH3:17])[O:19]3)=[CH:9][C:6]=2[C:7]#[N:8])[CH2:11][CH2:12]1. The catalyst class is: 873. (5) Reactant: [C:1]1([CH:7]([C:27]2[CH:32]=[CH:31][CH:30]=[CH:29][CH:28]=2)[CH2:8][NH:9][C:10]2[N:18]=[C:17]([S:19][CH3:20])[N:16]=[C:15]3[C:11]=2[N:12]=[CH:13][N:14]3[CH:21]2[CH2:26][CH2:25][CH2:24][CH2:23][O:22]2)[CH:6]=[CH:5][CH:4]=[CH:3][CH:2]=1.C(=O)([O-])[OH:34].[Na+].[OH2:38]. Product: [C:27]1([CH:7]([C:1]2[CH:2]=[CH:3][CH:4]=[CH:5][CH:6]=2)[CH2:8][NH:9][C:10]2[N:18]=[C:17]([S:19]([CH3:20])(=[O:34])=[O:38])[N:16]=[C:15]3[C:11]=2[N:12]=[CH:13][N:14]3[CH:21]2[CH2:26][CH2:25][CH2:24][CH2:23][O:22]2)[CH:32]=[CH:31][CH:30]=[CH:29][CH:28]=1. The catalyst class is: 21. (6) Reactant: Br[C:2]1[CH:3]=[CH:4][C:5]([CH:8]2[CH2:12][CH2:11][CH2:10][N:9]2[S:13]([CH3:16])(=[O:15])=[O:14])=[N:6][CH:7]=1.[Cl:17][CH:18]([Cl:37])[C:19]([NH:21][C@H:22]([CH2:35][F:36])[C@H:23]([OH:34])[C:24]1[CH:29]=[CH:28][C:27]([Sn](C)(C)C)=[CH:26][CH:25]=1)=[O:20].O1C=CC=C1P(C1OC=CC=1)C1OC=CC=1. Product: [Cl:17][CH:18]([Cl:37])[C:19]([NH:21][C@H:22]([CH2:35][F:36])[C@H:23]([OH:34])[C:24]1[CH:25]=[CH:26][C:27]([C:2]2[CH:7]=[N:6][C:5]([CH:8]3[CH2:12][CH2:11][CH2:10][N:9]3[S:13]([CH3:16])(=[O:15])=[O:14])=[CH:4][CH:3]=2)=[CH:28][CH:29]=1)=[O:20]. The catalyst class is: 60. (7) Reactant: [CH2:1]([N:3]1[C:12]2[C:7](=[CH:8][CH:9]=[CH:10][CH:11]=2)[C:6]([CH2:13][S:14]([Cl:17])(=[O:16])=[O:15])=[CH:5][C:4]1([CH3:19])[CH3:18])[CH3:2].C(N1C2C(=CC=[C:29]([O:32]C)C=2)C(CS(O)(=O)=O)=CC1(C)C)C.P(Cl)(Cl)(Cl)(Cl)Cl. Product: [CH2:1]([N:3]1[C:12]2[C:7](=[CH:8][CH:9]=[C:10]([O:32][CH3:29])[CH:11]=2)[C:6]([CH2:13][S:14]([Cl:17])(=[O:16])=[O:15])=[CH:5][C:4]1([CH3:18])[CH3:19])[CH3:2]. The catalyst class is: 48.